Task: Regression/Classification. Given a drug SMILES string, predict its absorption, distribution, metabolism, or excretion properties. Task type varies by dataset: regression for continuous measurements (e.g., permeability, clearance, half-life) or binary classification for categorical outcomes (e.g., BBB penetration, CYP inhibition). Dataset: cyp2c9_veith.. Dataset: CYP2C9 inhibition data for predicting drug metabolism from PubChem BioAssay (1) The drug is S=c1[nH]nc(SCc2ccccc2Cl)c2[nH]cnc12. The result is 0 (non-inhibitor). (2) The drug is O=C(Nc1cccc(F)c1)N1CC[C@@]2(CCCN(C(=O)c3cc(C(F)(F)F)cc(C(F)(F)F)c3)C2)C1. The result is 0 (non-inhibitor). (3) The molecule is O=C1CSc2ccc(C(=O)NCCC3=CCCCC3)cc2N1. The result is 0 (non-inhibitor). (4) The drug is COCCNc1ncnc2ccc(-c3c(C)noc3C)cc12. The result is 0 (non-inhibitor). (5) The drug is Cc1nc2cnc(N(C)C)nc2n(-c2ccccc2)c1=O. The result is 0 (non-inhibitor).